This data is from Full USPTO retrosynthesis dataset with 1.9M reactions from patents (1976-2016). The task is: Predict the reactants needed to synthesize the given product. (1) Given the product [CH3:1][S:2]([CH2:5][CH:6]1[CH2:7][O:8][S:10](=[O:11])[O:9]1)(=[O:4])=[O:3], predict the reactants needed to synthesize it. The reactants are: [CH3:1][S:2]([CH2:5][CH:6]([OH:9])[CH2:7][OH:8])(=[O:4])=[O:3].[S:10](Cl)(Cl)=[O:11]. (2) The reactants are: O(P(O[C:18]1[C@H:24]([CH3:25])[C@@H:23]2[N:20]([C:21](=[O:29])[C@@H:22]2[C@H:26]([OH:28])[CH3:27])[C:19]=1[C:30]([O:32][CH2:33][C:34]1[CH:39]=[CH:38][C:37]([N+:40]([O-:42])=[O:41])=[CH:36][CH:35]=1)=[O:31])(OC1C=CC=CC=1)=O)C1C=CC=CC=1.[SH:43][CH:44]1[CH2:49][CH2:48][CH2:47][N:46]([S:50]([NH2:53])(=[O:52])=[O:51])[CH2:45]1. Given the product [NH2:53][S:50]([N:46]1[CH2:47][CH2:48][CH2:49][CH:44]([S:43][C:18]2[C@H:24]([CH3:25])[C@H:23]3[N:20]([C:21](=[O:29])[C@@H:22]3[C@H:26]([OH:28])[CH3:27])[C:19]=2[C:30]([O:32][CH2:33][C:34]2[CH:39]=[CH:38][C:37]([N+:40]([O-:42])=[O:41])=[CH:36][CH:35]=2)=[O:31])[CH2:45]1)(=[O:51])=[O:52], predict the reactants needed to synthesize it. (3) Given the product [C:1]1([S:7]([N:10]2[C:14]3=[N:15][CH:16]=[C:17]([OH:19])[CH:18]=[C:13]3[CH:12]=[C:11]2[C:21]([C:28]2[CH:29]=[CH:30][C:31]([S:34]([CH3:37])(=[O:35])=[O:36])=[CH:32][CH:33]=2)=[CH:22][CH:23]2[CH2:27][CH2:26][CH2:25][CH2:24]2)(=[O:8])=[O:9])[CH:6]=[CH:5][CH:4]=[CH:3][CH:2]=1, predict the reactants needed to synthesize it. The reactants are: [C:1]1([S:7]([N:10]2[C:14]3=[N:15][CH:16]=[C:17]([O:19]C)[CH:18]=[C:13]3[CH:12]=[C:11]2[C:21]([C:28]2[CH:33]=[CH:32][C:31]([S:34]([CH3:37])(=[O:36])=[O:35])=[CH:30][CH:29]=2)=[CH:22][CH:23]2[CH2:27][CH2:26][CH2:25][CH2:24]2)(=[O:9])=[O:8])[CH:6]=[CH:5][CH:4]=[CH:3][CH:2]=1.B(Br)(Br)Br.[OH-].[Na+].